Dataset: Full USPTO retrosynthesis dataset with 1.9M reactions from patents (1976-2016). Task: Predict the reactants needed to synthesize the given product. (1) Given the product [Cl:14][C:15]1[CH:20]=[C:19]([F:21])[CH:18]=[CH:17][C:16]=1[S:22]([C@H:25]1[CH2:29][N:28]([C:30]([C:32]2([C:35]3[CH:36]=[CH:37][C:38]([Cl:41])=[CH:39][CH:40]=3)[CH2:34][CH2:33]2)=[O:31])[C@H:27]([C:42]([NH:1][C@@H:2]([CH2:11][CH2:12][CH3:13])[C:3](=[O:10])[C:4]([NH:6][CH:7]2[CH2:8][CH2:9]2)=[O:5])=[O:43])[CH2:26]1)(=[O:24])=[O:23], predict the reactants needed to synthesize it. The reactants are: [NH2:1][C@@H:2]([CH2:11][CH2:12][CH3:13])[C@H:3]([OH:10])[C:4]([NH:6][CH:7]1[CH2:9][CH2:8]1)=[O:5].[Cl:14][C:15]1[CH:20]=[C:19]([F:21])[CH:18]=[CH:17][C:16]=1[S:22]([C@H:25]1[CH2:29][N:28]([C:30]([C:32]2([C:35]3[CH:40]=[CH:39][C:38]([Cl:41])=[CH:37][CH:36]=3)[CH2:34][CH2:33]2)=[O:31])[C@H:27]([C:42](O)=[O:43])[CH2:26]1)(=[O:24])=[O:23]. (2) Given the product [F:19][C:20]1[CH:21]=[CH:22][C:23]([C:26]2[NH:27][CH:28]=[C:29]([C:37]3([OH:43])[CH2:42][CH2:41][NH:40][CH2:39][CH2:38]3)[C:30]=2[C:17]2[CH:18]=[CH:11][N:6]=[CH:15][CH:16]=2)=[CH:24][CH:25]=1, predict the reactants needed to synthesize it. The reactants are: [F-].C([N+:6]([CH2:15][CH2:16][CH2:17][CH3:18])([CH2:11]CCC)CCCC)CCC.[F:19][C:20]1[CH:25]=[CH:24][C:23]([C:26]2[N:27]([Si](C(C)C)(C(C)C)C(C)C)[CH:28]=[C:29]([C:37]3([OH:43])[CH2:42][CH2:41][NH:40][CH2:39][CH2:38]3)[C:30]=2C2C=CC=CN=2)=[CH:22][CH:21]=1. (3) Given the product [CH3:15][N:5]1[CH2:4][C:3]2[C:7](=[C:8]([N+:11]([O-:13])=[O:12])[CH:9]=[CH:10][C:2]=2[N:16]2[CH2:21][CH2:20][O:19][CH2:18][CH2:17]2)[C:6]1=[O:14], predict the reactants needed to synthesize it. The reactants are: Br[C:2]1[CH:10]=[CH:9][C:8]([N+:11]([O-:13])=[O:12])=[C:7]2[C:3]=1[CH2:4][N:5]([CH3:15])[C:6]2=[O:14].[NH:16]1[CH2:21][CH2:20][O:19][CH2:18][CH2:17]1.CCN(C(C)C)C(C)C.